From a dataset of Reaction yield outcomes from USPTO patents with 853,638 reactions. Predict the reaction yield, written as a fraction of the theoretical maximum amount of product (1.0 means a 100% yield; for example, 0.34 means a 34% yield). (1) The reactants are [H-].[H-].[H-].[H-].[Li+].[Al+3].[CH3:7][C:8]([CH3:26])([CH3:25])[C@H:9]([NH:17][C:18](=O)OC(C)(C)C)[C:10](=O)[N:11]1[CH2:15][CH2:14][CH2:13][CH2:12]1.O.[OH-].[Na+]. The catalyst is C1COCC1. The product is [CH3:18][NH:17][C@@H:9]([C:8]([CH3:26])([CH3:25])[CH3:7])[CH2:10][N:11]1[CH2:15][CH2:14][CH2:13][CH2:12]1. The yield is 0.960. (2) The reactants are O.NN.C(OC([C:9]1[O:13][C:12]([CH2:14][O:15][C:16]2[CH:21]=[CH:20][CH:19]=[CH:18][CH:17]=2)=[N:11][C:10]=1[CH2:22][CH2:23][CH2:24][N:25]1[C:33](=[O:34])C2C(=CC=CC=2)C1=O)=O)C. The catalyst is CCO.O. The product is [O:15]([CH2:14][C:12]1[O:13][C:9]2[C:33](=[O:34])[NH:25][CH2:24][CH2:23][CH2:22][C:10]=2[N:11]=1)[C:16]1[CH:17]=[CH:18][CH:19]=[CH:20][CH:21]=1. The yield is 0.190. (3) The reactants are C[N:2](C)/[CH:3]=[C:4](/[C:10]([C:12]1[S:13][C:14]2[CH2:20][CH2:19][CH2:18][CH2:17][C:15]=2[N:16]=1)=O)\[C:5]([O:7][CH2:8][CH3:9])=[O:6].O.[NH2:23]N. The catalyst is C(O)C.C(OCC)C. The product is [S:13]1[C:14]2[CH2:20][CH2:19][CH2:18][CH2:17][C:15]=2[N:16]=[C:12]1[C:10]1[C:4]([C:5]([O:7][CH2:8][CH3:9])=[O:6])=[CH:3][NH:2][N:23]=1. The yield is 0.880. (4) The reactants are [CH2:1]([O:8][C:9]1[C:10]([N+:18]([O-:20])=[O:19])=[C:11]([CH:15]=[CH:16][CH:17]=1)[CH:12]=[N:13]O)[C:2]1[CH:7]=[CH:6][CH:5]=[CH:4][CH:3]=1.S(Cl)(Cl)=O. The catalyst is CN(C)C=O. The product is [CH2:1]([O:8][C:9]1[C:10]([N+:18]([O-:20])=[O:19])=[C:11]([CH:15]=[CH:16][CH:17]=1)[C:12]#[N:13])[C:2]1[CH:3]=[CH:4][CH:5]=[CH:6][CH:7]=1. The yield is 0.930. (5) The reactants are [CH3:1][C:2]1([CH3:23])[O:22][C:6]2=[C:7]([CH3:21])[N:8]=[CH:9][C:10]([CH2:11][NH:12][C:13]3[CH:20]=[CH:19][C:16](C#N)=[CH:15][CH:14]=3)=[C:5]2[CH2:4][O:3]1.[H-].[Na+].[C:26]([C:28]1[CH:35]=[CH:34][C:31]([CH2:32]Br)=[CH:30][CH:29]=1)#[N:27].[CH3:36][N:37](C=O)C. No catalyst specified. The product is [C:26]([C:28]1[CH:35]=[CH:34][C:31]([CH2:32][N:12]([C:13]2[CH:20]=[C:19]([CH:16]=[CH:15][CH:14]=2)[C:36]#[N:37])[CH2:11][C:10]2[CH:9]=[N:8][C:7]([CH3:21])=[C:6]3[O:22][C:2]([CH3:1])([CH3:23])[O:3][CH2:4][C:5]=23)=[CH:30][CH:29]=1)#[N:27]. The yield is 0.640. (6) The reactants are [F:1][C:2]1([F:34])[CH2:6][C@H:5](/[CH:7]=[CH:8]/[C@@H:9]([OH:21])[C@@H:10]([CH3:20])[CH2:11][CH2:12][CH2:13][C:14]2[CH:19]=[CH:18][CH:17]=[CH:16][CH:15]=2)[N:4]([CH2:22][CH2:23][CH2:24][C:25]2[S:29][C:28]([C:30]([OH:32])=[O:31])=[CH:27][CH:26]=2)[C:3]1=[O:33].[H][H]. The catalyst is C(O)C.[Pd]. The product is [F:34][C:2]1([F:1])[CH2:6][C@H:5]([CH2:7][CH2:8][C@@H:9]([OH:21])[C@@H:10]([CH3:20])[CH2:11][CH2:12][CH2:13][C:14]2[CH:19]=[CH:18][CH:17]=[CH:16][CH:15]=2)[N:4]([CH2:22][CH2:23][CH2:24][C:25]2[S:29][C:28]([C:30]([OH:32])=[O:31])=[CH:27][CH:26]=2)[C:3]1=[O:33]. The yield is 0.620. (7) The reactants are C[Al](C)C.[Cl:5][C:6]1[CH:7]=[C:8]([NH2:13])[CH:9]=[CH:10][C:11]=1[CH3:12].C([O:16][C:17]([C@H:19]1[CH2:24][CH2:23][CH2:22][N:21]([C:25](=[O:33])[C:26]2[CH:31]=[CH:30][CH:29]=[CH:28][C:27]=2[CH3:32])[C@H:20]1[C:34]1[CH:39]=[CH:38][C:37]([NH:40][CH:41]2[CH2:45][CH2:44][CH2:43][CH2:42]2)=[CH:36][CH:35]=1)=O)C. The catalyst is ClC(Cl)C.C(Cl)Cl. The product is [Cl:5][C:6]1[CH:7]=[C:8]([NH:13][C:17]([C@H:19]2[CH2:24][CH2:23][CH2:22][N:21]([C:25](=[O:33])[C:26]3[CH:31]=[CH:30][CH:29]=[CH:28][C:27]=3[CH3:32])[C@H:20]2[C:34]2[CH:39]=[CH:38][C:37]([NH:40][CH:41]3[CH2:45][CH2:44][CH2:43][CH2:42]3)=[CH:36][CH:35]=2)=[O:16])[CH:9]=[CH:10][C:11]=1[CH3:12]. The yield is 0.500. (8) The reactants are [CH2:1]([O:3][CH:4]([O:19][CH2:20][CH3:21])[C@@H:5]([NH:7][CH2:8][C:9]1[C:18]2[C:13](=[CH:14][CH:15]=[CH:16][CH:17]=2)[CH:12]=[CH:11][CH:10]=1)[CH3:6])[CH3:2].[CH:22]1[C:34]2[CH:33]([CH2:35][O:36][C:37]([NH:39][C@@H:40]([CH2:44][C:45]3[CH:50]=[CH:49][C:48]([O:51][C:52]([CH3:55])([CH3:54])[CH3:53])=[CH:47][CH:46]=3)[C:41](O)=[O:42])=[O:38])[C:32]3[C:27](=[CH:28][CH:29]=[CH:30][CH:31]=3)[C:26]=2[CH:25]=[CH:24][CH:23]=1. No catalyst specified. The product is [C:52]([O:51][C:48]1[CH:47]=[CH:46][C:45]([CH2:44][C@H:40]([NH:39][C:37](=[O:38])[O:36][CH2:35][CH:33]2[C:34]3[CH:22]=[CH:23][CH:24]=[CH:25][C:26]=3[C:27]3[C:32]2=[CH:31][CH:30]=[CH:29][CH:28]=3)[C:41]([N:7]([C@@H:5]([CH3:6])[CH:4]([O:3][CH2:1][CH3:2])[O:19][CH2:20][CH3:21])[CH2:8][C:9]2[C:18]3[C:13](=[CH:14][CH:15]=[CH:16][CH:17]=3)[CH:12]=[CH:11][CH:10]=2)=[O:42])=[CH:50][CH:49]=1)([CH3:55])([CH3:53])[CH3:54]. The yield is 0.790. (9) The product is [OH:6][C@H:5]([CH2:4][OH:3])[CH2:7][O:8][NH:9][C:10]([C:12]1[O:20][C:19]2[CH:18]=[CH:17][N:16]=[CH:15][C:14]=2[C:13]=1[NH:21][C:22]1[CH:27]=[CH:26][C:25]([I:28])=[CH:24][C:23]=1[F:29])=[O:11]. The yield is 0.640. The catalyst is CO. The reactants are CC1(C)[O:6][C@@H:5]([CH2:7][O:8][NH:9][C:10]([C:12]2[O:20][C:19]3[CH:18]=[CH:17][N:16]=[CH:15][C:14]=3[C:13]=2[NH:21][C:22]2[CH:27]=[CH:26][C:25]([I:28])=[CH:24][C:23]=2[F:29])=[O:11])[CH2:4][O:3]1.